This data is from Full USPTO retrosynthesis dataset with 1.9M reactions from patents (1976-2016). The task is: Predict the reactants needed to synthesize the given product. (1) Given the product [CH3:24][N:25]1[CH2:30][CH2:29][N:28]([CH2:31][CH2:32][NH:33][C:19]([NH:18][C:16]2[S:17][C:13]3[CH:12]=[C:11]([S:10][C:3]4[N:4]5[CH:9]=[CH:8][CH:7]=[CH:6][C:5]5=[N:1][N:2]=4)[CH:23]=[CH:22][C:14]=3[N:15]=2)=[O:21])[CH2:27][CH2:26]1, predict the reactants needed to synthesize it. The reactants are: [N:1]1[N:2]=[C:3]([S:10][C:11]2[CH:23]=[CH:22][C:14]3[N:15]=[C:16]([NH:18][C:19](=[O:21])[O-])[S:17][C:13]=3[CH:12]=2)[N:4]2[CH:9]=[CH:8][CH:7]=[CH:6][C:5]=12.[CH3:24][N:25]1[CH2:30][CH2:29][N:28]([CH2:31][CH2:32][NH2:33])[CH2:27][CH2:26]1. (2) Given the product [CH3:14][O:13][C:8]1[CH:9]=[C:10]2[C:5](=[C:6]([O:17][CH3:18])[C:7]=1[O:15][CH3:16])[N:4]=[C:3]([CH2:2][N:19]1[CH2:25][CH2:24][CH2:23][N:22]([CH2:2][C:3]3[CH:12]=[CH:11][C:10]4[C:5](=[C:6]([O:17][CH3:18])[C:7]([O:15][CH3:16])=[C:8]([O:13][CH3:14])[CH:9]=4)[N:4]=3)[CH2:21][CH2:20]1)[CH:12]=[CH:11]2, predict the reactants needed to synthesize it. The reactants are: Cl[CH2:2][C:3]1[CH:12]=[CH:11][C:10]2[C:5](=[C:6]([O:17][CH3:18])[C:7]([O:15][CH3:16])=[C:8]([O:13][CH3:14])[CH:9]=2)[N:4]=1.[NH:19]1[CH2:25][CH2:24][CH2:23][NH:22][CH2:21][CH2:20]1. (3) The reactants are: [N:1]([CH2:4][CH2:5][N:6]1[CH2:12][CH2:11][CH2:10][CH2:9][C:8]([CH2:21][CH3:22])([C:13]2[CH:18]=[CH:17][CH:16]=[C:15]([O:19][CH3:20])[CH:14]=2)[C:7]1=[O:23])=[N+]=[N-].[ClH:24]. Given the product [ClH:24].[NH2:1][CH2:4][CH2:5][N:6]1[CH2:12][CH2:11][CH2:10][CH2:9][C:8]([CH2:21][CH3:22])([C:13]2[CH:18]=[CH:17][CH:16]=[C:15]([O:19][CH3:20])[CH:14]=2)[C:7]1=[O:23], predict the reactants needed to synthesize it. (4) Given the product [CH2:1]([C:5]1[S:9][C:8]([NH:10][C:11](=[O:22])[C:12]2[CH:17]=[CH:16][C:15]([OH:18])=[C:14]([OH:20])[CH:13]=2)=[N:7][C:6]=1[C:23]1[CH:24]=[CH:25][C:26]([OH:29])=[CH:27][CH:28]=1)[CH2:2][CH2:3][CH3:4], predict the reactants needed to synthesize it. The reactants are: [CH2:1]([C:5]1[S:9][C:8]([NH:10][C:11](=[O:22])[C:12]2[CH:17]=[CH:16][C:15]([O:18]C)=[C:14]([O:20]C)[CH:13]=2)=[N:7][C:6]=1[C:23]1[CH:28]=[CH:27][C:26]([O:29]C)=[CH:25][CH:24]=1)[CH2:2][CH2:3][CH3:4].B(Br)(Br)Br. (5) Given the product [CH:15]1([NH:18][CH:2]2[CH2:7][CH2:6][N:5]([C:8]([O:10][C:11]([CH3:14])([CH3:13])[CH3:12])=[O:9])[CH2:4][CH2:3]2)[CH2:17][CH2:16]1, predict the reactants needed to synthesize it. The reactants are: O=[C:2]1[CH2:7][CH2:6][N:5]([C:8]([O:10][C:11]([CH3:14])([CH3:13])[CH3:12])=[O:9])[CH2:4][CH2:3]1.[CH:15]1([NH2:18])[CH2:17][CH2:16]1.[BH3-]C#N.[Na+].N. (6) Given the product [O:13]1[C:9]2([CH2:8][CH2:7][N:6]([S:3](/[CH:1]=[CH:2]/[C:17]3[C:18]([CH3:33])=[CH:19][C:20]([N:24]4[C:28]([CH3:30])([CH3:29])[C:27](=[O:31])[NH:26][C:25]4=[O:32])=[CH:21][C:22]=3[CH3:23])(=[O:4])=[O:5])[CH2:15][CH2:14]2)[O:10][CH2:11][CH2:12]1, predict the reactants needed to synthesize it. The reactants are: [CH:1]([S:3]([N:6]1[CH2:15][CH2:14][C:9]2([O:13][CH2:12][CH2:11][O:10]2)[CH2:8][CH2:7]1)(=[O:5])=[O:4])=[CH2:2].Br[C:17]1[C:22]([CH3:23])=[CH:21][C:20]([N:24]2[C:28]([CH3:30])([CH3:29])[C:27](=[O:31])[NH:26][C:25]2=[O:32])=[CH:19][C:18]=1[CH3:33].F[B-](F)(F)F.[H+].C(P(C(C)(C)C)C(C)(C)C)(C)(C)C.CN(C1CCCCC1)C1CCCCC1. (7) Given the product [CH3:20][C:21]1[CH:26]=[C:25]([CH3:27])[CH:24]=[CH:23][C:22]=1[C:2]1[CH:3]=[N:4][C:5]2[N:6]([CH:8]=[C:9]([CH2:11][O:12][C:13]3[CH:18]=[CH:17][C:16]([F:19])=[CH:15][N:14]=3)[N:10]=2)[CH:7]=1, predict the reactants needed to synthesize it. The reactants are: Br[C:2]1[CH:3]=[N:4][C:5]2[N:6]([CH:8]=[C:9]([CH2:11][O:12][C:13]3[CH:18]=[CH:17][C:16]([F:19])=[CH:15][N:14]=3)[N:10]=2)[CH:7]=1.[CH3:20][C:21]1[CH:26]=[C:25]([CH3:27])[CH:24]=[CH:23][C:22]=1B(O)O. (8) Given the product [CH2:1]([O:8][C:9]([N:11]1[CH2:15][CH2:14][CH2:13][C@H:12]1[C:16]#[N:17])=[O:10])[C:2]1[CH:3]=[CH:4][CH:5]=[CH:6][CH:7]=1, predict the reactants needed to synthesize it. The reactants are: [CH2:1]([O:8][C:9]([N:11]1[CH2:15][CH2:14][CH2:13][C@H:12]1[C:16](=O)[NH2:17])=[O:10])[C:2]1[CH:7]=[CH:6][CH:5]=[CH:4][CH:3]=1.C1(C)C=CC(S(Cl)(=O)=O)=CC=1.Cl. (9) Given the product [F:18][C:16]1[CH:17]=[C:12]([C:10]2[N:9]=[C:8]([C:20]3[CH:25]=[CH:24][CH:23]=[C:22]([C:26]#[C:27][C@:28]4([OH:35])[CH2:32][CH2:31][N:30]([CH3:33])[C:29]4=[O:34])[CH:21]=3)[N:7]=[C:6]([C:4]([NH2:36])=[O:3])[CH:11]=2)[CH:13]=[C:14]([F:19])[CH:15]=1, predict the reactants needed to synthesize it. The reactants are: C([O:3][C:4]([C:6]1[CH:11]=[C:10]([C:12]2[CH:17]=[C:16]([F:18])[CH:15]=[C:14]([F:19])[CH:13]=2)[N:9]=[C:8]([C:20]2[CH:25]=[CH:24][CH:23]=[C:22]([C:26]#[C:27][C@:28]3([OH:35])[CH2:32][CH2:31][N:30]([CH3:33])[C:29]3=[O:34])[CH:21]=2)[N:7]=1)=O)C.[NH3:36].